The task is: Predict which catalyst facilitates the given reaction.. This data is from Catalyst prediction with 721,799 reactions and 888 catalyst types from USPTO. Reactant: [CH:1]1([C:4]2[C:5]([O:18][CH2:19][C:20]34[CH2:29][CH:24]5[CH2:25][CH:26]([CH2:28][CH:22]([C:23]5([F:31])[F:30])[CH2:21]3)[CH2:27]4)=[CH:6][C:7]([F:17])=[C:8]([CH:16]=2)[C:9]([O:11]C(C)(C)C)=[O:10])[CH2:3][CH2:2]1.FC(F)(F)C(O)=O. Product: [CH:1]1([C:4]2[C:5]([O:18][CH2:19][C:20]34[CH2:29][CH:24]5[CH2:25][CH:26]([CH2:28][CH:22]([C:23]5([F:31])[F:30])[CH2:21]3)[CH2:27]4)=[CH:6][C:7]([F:17])=[C:8]([CH:16]=2)[C:9]([OH:11])=[O:10])[CH2:2][CH2:3]1. The catalyst class is: 4.